Dataset: Forward reaction prediction with 1.9M reactions from USPTO patents (1976-2016). Task: Predict the product of the given reaction. Given the reactants [H-].[Na+].Cl[CH2:4][O:5][CH2:6][CH2:7][Si:8]([CH3:11])([CH3:10])[CH3:9].[Br:12][C:13]1[CH:14]=[C:15]2[C:19](=[CH:20][CH:21]=1)[NH:18][N:17]=[C:16]2[C:22]([O:24][CH3:25])=[O:23], predict the reaction product. The product is: [Br:12][C:13]1[CH:14]=[C:15]2[C:19](=[CH:20][CH:21]=1)[N:18]([CH2:4][O:5][CH2:6][CH2:7][Si:8]([CH3:11])([CH3:10])[CH3:9])[N:17]=[C:16]2[C:22]([O:24][CH3:25])=[O:23].